Task: Predict the product of the given reaction.. Dataset: Forward reaction prediction with 1.9M reactions from USPTO patents (1976-2016) (1) Given the reactants [C:1]([C:3]1[CH:4]=[CH:5][C:6]2[N:10]=[CH:9][N:8]([CH2:11][CH:12]3[CH2:17][CH2:16][CH2:15][C:14]([CH2:19][NH:20][CH2:21][C:22]([CH3:28])([CH3:27])[C:23]([O:25][CH3:26])=[O:24])([OH:18])[CH2:13]3)[C:7]=2[CH:29]=1)#[N:2].C1N=CN([C:35](N2C=NC=C2)=[O:36])C=1, predict the reaction product. The product is: [C:1]([C:3]1[CH:4]=[CH:5][C:6]2[N:10]=[CH:9][N:8]([CH2:11][C@H:12]3[CH2:17][CH2:16][CH2:15][C@:14]4([O:18][C:35](=[O:36])[N:20]([CH2:21][C:22]([CH3:27])([CH3:28])[C:23]([O:25][CH3:26])=[O:24])[CH2:19]4)[CH2:13]3)[C:7]=2[CH:29]=1)#[N:2]. (2) Given the reactants [CH3:1][N:2]1[CH:6]=[C:5]([CH2:7][CH2:8][NH2:9])[CH:4]=[N:3]1.[CH:10](OCC)=[O:11], predict the reaction product. The product is: [CH3:1][N:2]1[CH:6]=[C:5]([CH2:7][CH2:8][NH:9][CH:10]=[O:11])[CH:4]=[N:3]1. (3) Given the reactants [Br:1][C:2]1[CH:3]=[C:4]2[N:10]=[C:9]([C:11]3[CH:16]=[CH:15][C:14]([OH:17])=[CH:13][CH:12]=3)[NH:8][C:5]2=[N:6][CH:7]=1.Br[CH2:19][CH2:20][CH2:21][Cl:22], predict the reaction product. The product is: [Br:1][C:2]1[CH:3]=[C:4]2[N:10]=[C:9]([C:11]3[CH:12]=[CH:13][C:14]([O:17][CH2:19][CH2:20][CH2:21][Cl:22])=[CH:15][CH:16]=3)[NH:8][C:5]2=[N:6][CH:7]=1.